From a dataset of Forward reaction prediction with 1.9M reactions from USPTO patents (1976-2016). Predict the product of the given reaction. (1) The product is: [Br:1][C:2]1[CH:7]=[C:6]([N+:8]([O-:10])=[O:9])[CH:5]=[CH:4][C:3]=1[C:11]([CH3:16])([CH3:15])[CH2:12][CH2:13][NH:14][C:17](=[O:19])[CH3:18]. Given the reactants [Br:1][C:2]1[CH:7]=[C:6]([N+:8]([O-:10])=[O:9])[CH:5]=[CH:4][C:3]=1[C:11]([CH3:16])([CH3:15])[CH2:12][CH2:13][NH2:14].[C:17](Cl)(=[O:19])[CH3:18].C(N(CC)CC)C, predict the reaction product. (2) Given the reactants [NH2:1][C:2]1[N:7]=[CH:6][C:5]([C:8]2[CH:9]=[C:10]([NH2:19])[C:11]([NH:14][C:15]([CH3:18])([CH3:17])[CH3:16])=[CH:12][CH:13]=2)=[CH:4][N:3]=1.[CH3:20][O:21][C:22]1[CH:23]=[CH:24][C:25]([C:30]2[S:34][N:33]=[C:32]([CH3:35])[N:31]=2)=[C:26]([CH:29]=1)[CH:27]=O.O.C([O-])(O)=O.[Na+], predict the reaction product. The product is: [C:15]([N:14]1[C:11]2[CH:12]=[CH:13][C:8]([C:5]3[CH:4]=[N:3][C:2]([NH2:1])=[N:7][CH:6]=3)=[CH:9][C:10]=2[N:19]=[C:27]1[C:26]1[CH:29]=[C:22]([O:21][CH3:20])[CH:23]=[CH:24][C:25]=1[C:30]1[S:34][N:33]=[C:32]([CH3:35])[N:31]=1)([CH3:16])([CH3:18])[CH3:17]. (3) Given the reactants B#B.[Cl:3][C:4]1[CH:5]=[C:6]([CH:21]=[CH:22][C:23]=1[Cl:24])[CH2:7][N:8]1[CH2:13][CH2:12][N:11]([C:14]([CH:16]([NH2:20])[CH:17]([CH3:19])[CH3:18])=O)[CH2:10][CH2:9]1, predict the reaction product. The product is: [Cl:3][C:4]1[CH:5]=[C:6]([CH:21]=[CH:22][C:23]=1[Cl:24])[CH2:7][N:8]1[CH2:13][CH2:12][N:11]([CH2:14][CH:16]([NH2:20])[CH:17]([CH3:19])[CH3:18])[CH2:10][CH2:9]1. (4) Given the reactants [S:1]1[CH:5]=[CH:4][C:3]2[S:6][CH:7]=[CH:8][C:2]1=2.[Li]CCCC.C(O[B:18]1[O:22][C:21]([CH3:24])([CH3:23])[C:20]([CH3:26])([CH3:25])[O:19]1)(C)C.[Cl-].[NH4+], predict the reaction product. The product is: [CH3:25][C:20]1([CH3:26])[C:21]([CH3:24])([CH3:23])[O:22][B:18]([C:5]2[S:1][C:2]3[CH:8]=[CH:7][S:6][C:3]=3[CH:4]=2)[O:19]1. (5) Given the reactants [C:1]([O:5][C:6]([NH:8][C@@H:9]([CH2:30][CH2:31][CH2:32][CH2:33][NH:34][C:35]([O:37][C:38]([CH3:41])([CH3:40])[CH3:39])=[O:36])[CH2:10][NH:11][C:12]([C@@H:14]1[CH2:18][C@@H:17]([OH:19])[CH2:16][N:15]1C(OCC1C=CC=CC=1)=O)=[O:13])=[O:7])([CH3:4])([CH3:3])[CH3:2], predict the reaction product. The product is: [C:1]([O:5][C:6]([NH:8][C@@H:9]([CH2:30][CH2:31][CH2:32][CH2:33][NH:34][C:35]([O:37][C:38]([CH3:41])([CH3:40])[CH3:39])=[O:36])[CH2:10][NH:11][C:12](=[O:13])[C@@H:14]1[CH2:18][C@@H:17]([OH:19])[CH2:16][NH:15]1)=[O:7])([CH3:4])([CH3:3])[CH3:2]. (6) The product is: [CH:24]1([C:4]2[N:5]3[C:10]4[CH:11]=[CH:12][NH:13][C:9]=4[N:8]=[CH:7][C:6]3=[C:2]([C:33]3[CH:38]=[CH:37][CH:36]=[CH:35][CH:34]=3)[N:3]=2)[CH2:25][CH2:26][CH2:27][CH2:28][CH2:29]1. Given the reactants Br[C:2]1[N:3]=[C:4]([CH:24]2[CH2:29][CH2:28][CH2:27][CH2:26][CH2:25]2)[N:5]2[C:10]3[CH:11]=[CH:12][N:13](S(C4C=CC(C)=CC=4)(=O)=O)[C:9]=3[N:8]=[CH:7][C:6]=12.C(Cl)Cl.[C:33]1(B(O)O)[CH:38]=[CH:37][CH:36]=[CH:35][CH:34]=1.C([O-])([O-])=O.[Na+].[Na+], predict the reaction product.